From a dataset of Peptide-MHC class II binding affinity with 134,281 pairs from IEDB. Regression. Given a peptide amino acid sequence and an MHC pseudo amino acid sequence, predict their binding affinity value. This is MHC class II binding data. (1) The peptide sequence is FGYRKPLDNIKDNVGKMEDYIKK. The MHC is HLA-DQA10301-DQB10301 with pseudo-sequence HLA-DQA10301-DQB10301. The binding affinity (normalized) is 0. (2) The peptide sequence is GMMMGMFNMLSTVLG. The MHC is DRB1_0101 with pseudo-sequence QEFFIASGAAVDAIMWLFLECYDLQRATYHVGFT. The binding affinity (normalized) is 0.857. (3) The binding affinity (normalized) is 0.272. The MHC is DRB3_0101 with pseudo-sequence DRB3_0101. The peptide sequence is DEAHFLDPASIAARG. (4) The peptide sequence is PAAPANPGLIIG. The MHC is DRB1_1101 with pseudo-sequence DRB1_1101. The binding affinity (normalized) is 0. (5) The peptide sequence is PGEINRVASCLRKLGVPPLRAY. The MHC is DRB1_0701 with pseudo-sequence DRB1_0701. The binding affinity (normalized) is 0.